Dataset: Catalyst prediction with 721,799 reactions and 888 catalyst types from USPTO. Task: Predict which catalyst facilitates the given reaction. (1) Reactant: [C:1]1([C:7]2[CH:8]=[N:9][NH:10][CH:11]=2)[CH:6]=[CH:5][CH:4]=[CH:3][CH:2]=1.I[C:13]1[CH:18]=[CH:17][CH:16]=[C:15]([O:19][CH3:20])[CH:14]=1.C([O-])([O-])=O.[K+].[K+].[C@@H]1(N)CCCC[C@H]1N. Product: [CH3:20][O:19][C:15]1[CH:14]=[C:13]([N:9]2[CH:8]=[C:7]([C:1]3[CH:2]=[CH:3][CH:4]=[CH:5][CH:6]=3)[CH:11]=[N:10]2)[CH:18]=[CH:17][CH:16]=1. The catalyst class is: 185. (2) Reactant: FC(F)(F)S(O[C:7]1[C:8]2[C:17]([C:18]3[CH:23]=[CH:22][CH:21]=[CH:20][CH:19]=3)=[C:16]([C:24]3[CH:29]=[CH:28][C:27]([C:30]4([NH:34][C:35]([O:37][C:38]([CH3:41])([CH3:40])[CH3:39])=[O:36])[CH2:33][CH2:32][CH2:31]4)=[CH:26][CH:25]=3)[O:15][C:9]=2[N:10]=[C:11]([S:13][CH3:14])[N:12]=1)(=O)=O.[CH3:44][NH2:45]. Product: [CH3:44][NH:45][C:7]1[C:8]2[C:17]([C:18]3[CH:23]=[CH:22][CH:21]=[CH:20][CH:19]=3)=[C:16]([C:24]3[CH:25]=[CH:26][C:27]([C:30]4([NH:34][C:35](=[O:36])[O:37][C:38]([CH3:40])([CH3:39])[CH3:41])[CH2:31][CH2:32][CH2:33]4)=[CH:28][CH:29]=3)[O:15][C:9]=2[N:10]=[C:11]([S:13][CH3:14])[N:12]=1. The catalyst class is: 1.